Dataset: Catalyst prediction with 721,799 reactions and 888 catalyst types from USPTO. Task: Predict which catalyst facilitates the given reaction. (1) Reactant: [CH3:1][O:2][C:3](=[O:31])[CH2:4][CH2:5][CH2:6][CH2:7][CH2:8][CH2:9][CH2:10][CH2:11][NH:12][C:13]1[CH:18]=[CH:17][CH:16]=[CH:15][C:14]=1[S:19](=[O:30])(=[O:29])[NH:20][C:21]([C@@:23]1([NH2:28])[CH2:25][C@H:24]1[CH:26]=[CH2:27])=[O:22].[C:32]([O:36][C:37]([N:39]1[CH2:43][C@H:42]([O:44][C:45]2[C:54]3[C:49](=[CH:50][C:51]([O:55][CH3:56])=[CH:52][CH:53]=3)[N:48]=[C:47]([C:57]3[N:58]=[C:59]([NH:62][CH:63]([CH3:65])[CH3:64])[S:60][CH:61]=3)[CH:46]=2)[CH2:41][C@H:40]1[C:66](O)=[O:67])=[O:38])([CH3:35])([CH3:34])[CH3:33].CN(C(ON1N=NC2C=CC=NC1=2)=[N+](C)C)C.F[P-](F)(F)(F)(F)F.CCN(C(C)C)C(C)C. Product: [C:32]([O:36][C:37]([N:39]1[CH2:43][C@H:42]([O:44][C:45]2[C:54]3[C:49](=[CH:50][C:51]([O:55][CH3:56])=[CH:52][CH:53]=3)[N:48]=[C:47]([C:57]3[N:58]=[C:59]([NH:62][CH:63]([CH3:64])[CH3:65])[S:60][CH:61]=3)[CH:46]=2)[CH2:41][C@H:40]1[C:66](=[O:67])[NH:28][C@:23]1([C:21]([NH:20][S:19]([C:14]2[CH:15]=[CH:16][CH:17]=[CH:18][C:13]=2[NH:12][CH2:11][CH2:10][CH2:9][CH2:8][CH2:7][CH2:6][CH2:5][CH2:4][C:3]([O:2][CH3:1])=[O:31])(=[O:30])=[O:29])=[O:22])[CH2:25][C@H:24]1[CH:26]=[CH2:27])=[O:38])([CH3:35])([CH3:33])[CH3:34]. The catalyst class is: 3. (2) Reactant: [CH3:1][O:2][C:3]1[CH:8]=[C:7]([C:9]2[CH2:10][CH2:11][N:12]([CH3:15])[CH2:13][CH:14]=2)[C:6]([N+:16]([O-])=O)=[CH:5][C:4]=1[NH:19][C:20]1[N:25]=[C:24]([C:26]2[CH:27]=[N:28][N:29]3[CH:34]=[CH:33][CH:32]=[CH:31][C:30]=23)[C:23]([CH3:35])=[CH:22][N:21]=1.[NH4+].[Cl-]. Product: [CH3:1][O:2][C:3]1[CH:8]=[C:7]([C:9]2[CH2:10][CH2:11][N:12]([CH3:15])[CH2:13][CH:14]=2)[C:6]([NH2:16])=[CH:5][C:4]=1[NH:19][C:20]1[N:25]=[C:24]([C:26]2[CH:27]=[N:28][N:29]3[CH:34]=[CH:33][CH:32]=[CH:31][C:30]=23)[C:23]([CH3:35])=[CH:22][N:21]=1. The catalyst class is: 190. (3) Reactant: C1N=CN([C:6](N2C=NC=C2)=[O:7])C=1.[NH2:13][C:14]1[N:18]([C:19]2[CH:24]=[CH:23][CH:22]=[CH:21][CH:20]=2)[NH:17][C:16](=[O:25])[C:15]=1[CH3:26].CCN(C(C)C)C(C)C.Cl.Cl.[Cl:38][C:39]1[CH:44]=[CH:43][C:42]([C@@H:45]2[CH2:49][N:48]([CH2:50][CH2:51][O:52][CH3:53])[CH2:47][C@H:46]2[NH2:54])=[CH:41][C:40]=1[F:55]. Product: [Cl:38][C:39]1[CH:44]=[CH:43][C:42]([C@@H:45]2[CH2:49][N:48]([CH2:50][CH2:51][O:52][CH3:53])[CH2:47][C@H:46]2[NH:54][C:6]([NH:13][C:14]2[N:18]([C:19]3[CH:24]=[CH:23][CH:22]=[CH:21][CH:20]=3)[NH:17][C:16](=[O:25])[C:15]=2[CH3:26])=[O:7])=[CH:41][C:40]=1[F:55]. The catalyst class is: 3. (4) Reactant: [I:1][C:2]1[CH:6]=[CH:5][NH:4][N:3]=1.[F:7][C:8]1[CH:13]=[CH:12][C:11](B(O)O)=[CH:10][CH:9]=1. Product: [F:7][C:8]1[CH:13]=[CH:12][C:11]([N:4]2[CH:5]=[CH:6][C:2]([I:1])=[N:3]2)=[CH:10][CH:9]=1. The catalyst class is: 2.